This data is from Retrosynthesis with 50K atom-mapped reactions and 10 reaction types from USPTO. The task is: Predict the reactants needed to synthesize the given product. Given the product CCCN1CC(c2ccc(Cl)nc2)C1, predict the reactants needed to synthesize it. The reactants are: CCC=O.Clc1ccc(C2CNC2)cn1.